The task is: Predict the reactants needed to synthesize the given product.. This data is from Full USPTO retrosynthesis dataset with 1.9M reactions from patents (1976-2016). (1) Given the product [CH2:20]([O:27][C:28]1[C:35]([CH3:36])=[CH:34][C:31]([C:32]2[CH:12]=[C:7]3[C:8]([C:3]([O:2][CH3:1])=[CH:4][C:5]([O:13][CH3:14])=[N:6]3)=[C:9]([NH2:11])[N:33]=2)=[CH:30][C:29]=1[CH3:37])[C:21]1[CH:26]=[CH:25][CH:24]=[CH:23][CH:22]=1.[CH2:20]([O:27][C:28]1[C:29]([CH3:37])=[CH:30][C:31]([C:32]2[NH:11][C:9](=[O:10])[C:8]3[C:3]([O:2][CH3:1])=[CH:4][C:5]([O:13][CH3:14])=[N:6][C:7]=3[CH:12]=2)=[CH:34][C:35]=1[CH3:36])[C:21]1[CH:22]=[CH:23][CH:24]=[CH:25][CH:26]=1, predict the reactants needed to synthesize it. The reactants are: [CH3:1][O:2][C:3]1[C:8]([C:9]([NH2:11])=[O:10])=[C:7]([CH3:12])[N:6]=[C:5]([O:13][CH3:14])[CH:4]=1.[Li]CCCC.[CH2:20]([O:27][C:28]1[C:35]([CH3:36])=[CH:34][C:31]([C:32]#[N:33])=[CH:30][C:29]=1[CH3:37])[C:21]1[CH:26]=[CH:25][CH:24]=[CH:23][CH:22]=1. (2) Given the product [CH3:25][O:24][C:7]1[CH:6]=[CH:5][C:4]2[N:3]=[C:2]([NH:32][C@H:33]3[CH2:38][CH2:37][CH2:36][CH2:35][C@H:34]3[NH2:39])[C:11]3=[N:12][NH:13][CH:14]=[C:10]3[C:9]=2[CH:8]=1, predict the reactants needed to synthesize it. The reactants are: Cl[C:2]1[C:11]2=[N:12][N:13](CC3C=CC(OC)=CC=3)[CH:14]=[C:10]2[C:9]2[CH:8]=[C:7]([O:24][CH3:25])[CH:6]=[CH:5][C:4]=2[N:3]=1.C(OC(=O)[NH:32][C@@H:33]1[CH2:38][CH2:37][CH2:36][CH2:35][C@@H:34]1[NH2:39])(C)(C)C.Cl. (3) Given the product [CH:24]1([CH2:23][NH:22][C:20]([C:10]2[N:11]([CH:17]3[CH2:19][CH2:18]3)[C:12]([CH3:16])=[CH:13][C:14](=[O:15])[C:9]=2[OH:8])=[O:21])[CH2:25][CH2:26][CH2:27][CH2:28][CH2:29]1, predict the reactants needed to synthesize it. The reactants are: C([O:8][C:9]1[C:14](=[O:15])[CH:13]=[C:12]([CH3:16])[N:11]([CH:17]2[CH2:19][CH2:18]2)[C:10]=1[C:20]([NH:22][CH2:23][CH:24]1[CH2:29][CH2:28][CH2:27][CH2:26][CH2:25]1)=[O:21])C1C=CC=CC=1.[H][H]. (4) The reactants are: [F:1][C:2]([F:56])([F:55])[C:3]1[CH:4]=[C:5]([CH:48]=[C:49]([C:51]([F:54])([F:53])[F:52])[CH:50]=1)[CH2:6][N:7]([CH2:20][C:21]1[CH:26]=[C:25]([C:27]([F:30])([F:29])[F:28])[CH:24]=[CH:23][C:22]=1[N:31]([CH2:46][CH3:47])[C:32](=[O:45])[NH:33][C@@H:34]([CH2:39][O:40]C(C)(C)C)[C:35]([O:37][CH3:38])=[O:36])[C:8]1[N:13]=[CH:12][C:11]([N:14]2[CH2:19][CH2:18][O:17][CH2:16][CH2:15]2)=[CH:10][N:9]=1.C(=O)(O)[O-].[Na+].C(OCC)(=O)C. Given the product [F:54][C:51]([F:52])([F:53])[C:49]1[CH:48]=[C:5]([CH:4]=[C:3]([C:2]([F:55])([F:1])[F:56])[CH:50]=1)[CH2:6][N:7]([CH2:20][C:21]1[CH:26]=[C:25]([C:27]([F:28])([F:29])[F:30])[CH:24]=[CH:23][C:22]=1[N:31]([CH2:46][CH3:47])[C:32](=[O:45])[NH:33][C@@H:34]([CH2:39][OH:40])[C:35]([O:37][CH3:38])=[O:36])[C:8]1[N:13]=[CH:12][C:11]([N:14]2[CH2:19][CH2:18][O:17][CH2:16][CH2:15]2)=[CH:10][N:9]=1, predict the reactants needed to synthesize it. (5) The reactants are: Cl.[N+:2]([C:5]1[CH:6]=[C:7]2[C:11](=[CH:12][CH:13]=1)[CH2:10][CH:9]([C:14]1[N:15]=[CH:16][NH:17][CH:18]=1)[CH2:8]2)([O-])=O. Given the product [NH:17]1[CH:18]=[C:14]([CH:9]2[CH2:8][C:7]3[C:11](=[CH:12][CH:13]=[C:5]([NH2:2])[CH:6]=3)[CH2:10]2)[N:15]=[CH:16]1, predict the reactants needed to synthesize it. (6) Given the product [CH3:13][O:14][CH2:15][CH2:16][NH:17][C:2]([N:40]1[CH2:39][CH:38]=[C:37]([C:27]2[C:28]([C:31]3[CH:36]=[CH:35][CH:34]=[CH:33][CH:32]=3)=[N:29][O:30][C:26]=2[CH3:25])[CH2:42][CH2:41]1)=[O:4], predict the reactants needed to synthesize it. The reactants are: Cl[C:2](Cl)([O:4]C(=O)OC(Cl)(Cl)Cl)Cl.[CH3:13][O:14][CH2:15][CH2:16][NH2:17].C(N(CC)CC)C.[CH3:25][C:26]1[O:30][N:29]=[C:28]([C:31]2[CH:36]=[CH:35][CH:34]=[CH:33][CH:32]=2)[C:27]=1[C:37]1[CH2:38][CH2:39][NH:40][CH2:41][CH:42]=1. (7) Given the product [C:15]([CH2:14][NH:13][C:11](=[O:12])[C@@H:10]([O:9][C@H:8]([C:21]1[CH:26]=[CH:25][CH:24]=[CH:23][CH:22]=1)[C:5]1[CH:6]=[CH:7][C:2]([C:2]2[CH:7]=[CH:6][C:33]([N:34]3[CH2:36][CH2:14][NH:13][CH2:11][CH2:35]3)=[CH:4][CH:3]=2)=[CH:3][CH:4]=1)[CH2:17][CH:18]([CH3:20])[CH3:19])#[N:16], predict the reactants needed to synthesize it. The reactants are: Br[C:2]1[CH:7]=[CH:6][C:5]([C@@H:8]([C:21]2[CH:26]=[CH:25][CH:24]=[CH:23][CH:22]=2)[O:9][C@@H:10]([CH2:17][CH:18]([CH3:20])[CH3:19])[C:11]([NH:13][CH2:14][C:15]#[N:16])=[O:12])=[CH:4][CH:3]=1.C([O-])([O-])=O.[Na+].[Na+].[CH3:33][N:34]([CH:36]=O)[CH3:35].